This data is from Forward reaction prediction with 1.9M reactions from USPTO patents (1976-2016). The task is: Predict the product of the given reaction. (1) Given the reactants [Cl:1][C:2]1[CH:3]=[C:4]([CH:20]=[CH:21][CH:22]=1)[CH2:5][NH:6][C:7](=[O:19])[C:8]1[CH:13]=[CH:12][C:11]([CH:14]=O)=[C:10]([N+:16]([O-])=O)[CH:9]=1.[N:23]1([CH:30]([C:33]2[CH:38]=[CH:37][CH:36]=[CH:35][CH:34]=2)[CH2:31][NH2:32])[CH2:29][CH2:28][CH2:27][CH2:26][CH2:25][CH2:24]1.N1C2C(=CC=CC=2)C=N1, predict the reaction product. The product is: [N:23]1([CH:30]([C:33]2[CH:34]=[CH:35][CH:36]=[CH:37][CH:38]=2)[CH2:31][N:32]2[CH:14]=[C:11]3[C:10]([CH:9]=[C:8]([C:7]([NH:6][CH2:5][C:4]4[CH:20]=[CH:21][CH:22]=[C:2]([Cl:1])[CH:3]=4)=[O:19])[CH:13]=[CH:12]3)=[N:16]2)[CH2:29][CH2:28][CH2:27][CH2:26][CH2:25][CH2:24]1. (2) Given the reactants [Br:1][C:2]1[CH:3]=[CH:4][C:5]([Cl:11])=[C:6]([CH:10]=1)[C:7](Cl)=[O:8].[F:12][CH:13]([F:22])[CH2:14][O:15][C:16]1[CH:21]=[CH:20][CH:19]=[CH:18][CH:17]=1.[Al+3].[Cl-].[Cl-].[Cl-], predict the reaction product. The product is: [Br:1][C:2]1[CH:3]=[CH:4][C:5]([Cl:11])=[C:6]([C:7]([C:19]2[CH:18]=[CH:17][C:16]([O:15][CH2:14][CH:13]([F:12])[F:22])=[CH:21][CH:20]=2)=[O:8])[CH:10]=1. (3) Given the reactants [CH:1]([C@H:4]1[NH:19][C:18](=[O:20])[C@@H:17]([CH2:21][S:22]C(C2C=CC=CC=2)(C2C=CC=CC=2)C2C=CC=CC=2)[NH:16][C:15](=[O:42])[C@@H:14]([CH3:43])[NH:13][C:12](=[O:44])[CH2:11][C@@H:10](/[CH:45]=[CH:46]/[CH2:47][CH2:48][S:49]C(C2C=CC=CC=2)(C2C=CC=CC=2)C2C=CC=CC=2)[O:9][C:8](=[O:69])[CH2:7][NH:6][C:5]1=[O:70])([CH3:3])[CH3:2].S([O-])([O-])(=O)=S.[Na+].[Na+].[Na+].[Cl-], predict the reaction product. The product is: [CH:1]([C@H:4]1[NH:19][C:18](=[O:20])[C@@H:17]2[NH:16][C:15](=[O:42])[C@@H:14]([CH3:43])[NH:13][C:12](=[O:44])[CH2:11][C@@H:10]([CH:45]=[CH:46][CH2:47][CH2:48][S:49][S:22][CH2:21]2)[O:9][C:8](=[O:69])[CH2:7][NH:6][C:5]1=[O:70])([CH3:3])[CH3:2]. (4) Given the reactants [CH3:1][C:2]1[N:7]=[C:6]2[S:8][C:9]3[CH2:13][CH2:12][CH2:11][C:10]=3[C:5]2=[C:4]([CH2:14][C:15]2[CH:20]=[CH:19][C:18]([O:21][CH3:22])=[CH:17][CH:16]=2)[C:3]=1[CH2:23][C:24]([O:26][CH3:27])=[O:25].[Li+].C[Si]([N-][Si](C)(C)C)(C)C.[CH2:38]1[CH2:42]OC[CH2:39]1.ICCC, predict the reaction product. The product is: [CH3:1][C:2]1[N:7]=[C:6]2[S:8][C:9]3[CH2:13][CH2:12][CH2:11][C:10]=3[C:5]2=[C:4]([CH2:14][C:15]2[CH:20]=[CH:19][C:18]([O:21][CH3:22])=[CH:17][CH:16]=2)[C:3]=1[CH:23]([CH2:39][CH2:38][CH3:42])[C:24]([O:26][CH3:27])=[O:25]. (5) Given the reactants Br[CH2:2][C:3]([C:5]1[C:13]([C:14]2[CH:19]=[CH:18][N:17]=[C:16]([F:20])[CH:15]=2)=[C:8]2[CH:9]=[CH:10][CH:11]=[CH:12][N:7]2[N:6]=1)=O.[C:21]([NH2:24])(=[S:23])[CH3:22].[OH-].[NH4+], predict the reaction product. The product is: [F:20][C:16]1[CH:15]=[C:14]([C:13]2[C:5]([C:3]3[N:24]=[C:21]([CH3:22])[S:23][CH:2]=3)=[N:6][N:7]3[CH:12]=[CH:11][CH:10]=[CH:9][C:8]=23)[CH:19]=[CH:18][N:17]=1.